From a dataset of Aqueous solubility values for 9,982 compounds from the AqSolDB database. Regression/Classification. Given a drug SMILES string, predict its absorption, distribution, metabolism, or excretion properties. Task type varies by dataset: regression for continuous measurements (e.g., permeability, clearance, half-life) or binary classification for categorical outcomes (e.g., BBB penetration, CYP inhibition). For this dataset (solubility_aqsoldb), we predict Y. (1) The compound is OCCc1ccccc1. The Y is -0.786 log mol/L. (2) The compound is OC[C@H]1O[C@H](O[C@]2(CO)O[C@H](CO)[C@@H](O)[C@@H]2O)[C@H](O)[C@@H](O)[C@@H]1O. The Y is 0.788 log mol/L.